Dataset: Catalyst prediction with 721,799 reactions and 888 catalyst types from USPTO. Task: Predict which catalyst facilitates the given reaction. (1) Product: [CH3:8][C:5]1[CH:6]=[CH:7][C:2]([NH:1][C:34]([C:26]2[O:27][C:28]3[C:29](=[N:30][CH:31]=[CH:32][CH:33]=3)[C:25]=2[NH:24][C:22]([C@H:19]2[CH2:20][CH2:21][C@H:16]([N:11]3[CH2:12][CH2:13][O:14][CH2:15][C:10]3=[O:9])[CH2:17][CH2:18]2)=[O:23])=[O:35])=[N:3][CH:4]=1. The catalyst class is: 22. Reactant: [NH2:1][C:2]1[CH:7]=[CH:6][C:5]([CH3:8])=[CH:4][N:3]=1.[O:9]=[C:10]1[CH2:15][O:14][CH2:13][CH2:12][N:11]1[C@H:16]1[CH2:21][CH2:20][C@H:19]([C:22]([NH:24][C:25]2[C:29]3=[N:30][CH:31]=[CH:32][CH:33]=[C:28]3[O:27][C:26]=2[C:34](OC)=[O:35])=[O:23])[CH2:18][CH2:17]1.Cl.C(=O)([O-])O.[Na+]. (2) The catalyst class is: 22. Product: [C:14]([O:18][C:19]([NH:21][C@@H:22]([CH2:26][C:27]1[C:35]2[C:30](=[CH:31][CH:32]=[CH:33][CH:34]=2)[N:29]([CH2:36][CH2:37][CH2:38][CH2:39][CH3:40])[CH:28]=1)[C:23]([NH:9][O:8][CH2:1][C:2]1[CH:7]=[CH:6][CH:5]=[CH:4][CH:3]=1)=[O:24])=[O:20])([CH3:17])([CH3:16])[CH3:15]. Reactant: [CH2:1]([O:8][NH2:9])[C:2]1[CH:7]=[CH:6][CH:5]=[CH:4][CH:3]=1.C(Cl)(Cl)Cl.[C:14]([O:18][C:19]([NH:21][C@@H:22]([CH2:26][C:27]1[C:35]2[C:30](=[CH:31][CH:32]=[CH:33][CH:34]=2)[N:29]([CH2:36][CH2:37][CH2:38][CH2:39][CH3:40])[CH:28]=1)[C:23](O)=[O:24])=[O:20])([CH3:17])([CH3:16])[CH3:15].CCN=C=NCCCN(C)C.Cl.C1C=CC2N(O)N=NC=2C=1. (3) Reactant: C(OC([N:8]([C:37]1[CH:42]=[CH:41][CH:40]=[CH:39][N:38]=1)[CH2:9][CH2:10][CH2:11][C:12]#[C:13][C:14]1[CH:36]=[CH:35][C:17]([CH2:18][C@@H:19]([C:31]([O:33][CH3:34])=[O:32])[NH:20][C:21](=[O:30])[C:22]2[C:27]([Cl:28])=[CH:26][CH:25]=[CH:24][C:23]=2[Cl:29])=[CH:16][CH:15]=1)=O)(C)(C)C.C(O)(C(F)(F)F)=O. Product: [Cl:29][C:23]1[CH:24]=[CH:25][CH:26]=[C:27]([Cl:28])[C:22]=1[C:21]([NH:20][C@H:19]([C:31]([O:33][CH3:34])=[O:32])[CH2:18][C:17]1[CH:35]=[CH:36][C:14]([C:13]#[C:12][CH2:11][CH2:10][CH2:9][NH:8][C:37]2[CH:42]=[CH:41][CH:40]=[CH:39][N:38]=2)=[CH:15][CH:16]=1)=[O:30]. The catalyst class is: 2. (4) Reactant: [I:1][C:2]1[CH:7]=[CH:6][C:5]([C:8]2[CH:16]=[CH:15][CH:14]=[CH:13][C:9]=2[C:10]([NH2:12])=O)=[CH:4][CH:3]=1.C(#N)C.C(N(CC)CC)C.FC(F)(F)C(OC(=O)C(F)(F)F)=O. Product: [I:1][C:2]1[CH:3]=[CH:4][C:5]([C:8]2[CH:16]=[CH:15][CH:14]=[CH:13][C:9]=2[C:10]#[N:12])=[CH:6][CH:7]=1. The catalyst class is: 6. (5) Reactant: [Br:1][C:2]1[C:3](F)=[C:4]2[C:10]([NH:11][C:12](=[O:17])[C@@H:13]([O:15][CH3:16])[CH3:14])=[CH:9][NH:8][C:5]2=[N:6][CH:7]=1.[NH:19]1[CH2:24][CH2:23][CH2:22][C@@H:21]([NH:25][C:26](=[O:32])[O:27][C:28]([CH3:31])([CH3:30])[CH3:29])[CH2:20]1. Product: [Br:1][C:2]1[C:3]([N:19]2[CH2:24][CH2:23][CH2:22][C@@H:21]([NH:25][C:26](=[O:32])[O:27][C:28]([CH3:30])([CH3:29])[CH3:31])[CH2:20]2)=[C:4]2[C:10]([NH:11][C:12](=[O:17])[C@@H:13]([O:15][CH3:16])[CH3:14])=[CH:9][NH:8][C:5]2=[N:6][CH:7]=1. The catalyst class is: 114. (6) The catalyst class is: 15. Product: [CH3:5][CH2:6][C@H:7]1[O:21][C:19](=[O:20])[C@H:18]([CH3:22])[C@H:17]([O:23][C@@H:24]2[O:29][C@@H:28]([CH3:30])[C@H:27]([OH:31])[C@@:26]([O:33][CH3:34])([CH3:32])[CH2:25]2)[C@H:16]([CH3:35])[C@@H:15]([O:36][C@@H:37]2[O:42][C@H:41]([CH3:43])[CH2:40][C@H:39]([N:44]([CH3:45])[CH3:46])[C@H:38]2[OH:47])[C@@:14]([OH:49])([CH3:48])[CH2:13][C@@H:12]([CH3:50])[C@H:11]([NH2:51])[C@H:10]([CH3:52])[C@@H:9]([OH:53])[C@@:8]1([OH:55])[CH3:54]. Reactant: C([O-])(=O)C.[CH3:5][CH2:6][C@H:7]1[O:21][C:19](=[O:20])[C@H:18]([CH3:22])[C@@H:17]([O:23][C@@H:24]2[O:29][C@@H:28]([CH3:30])[C@H:27]([OH:31])[C@@:26]([O:33][CH3:34])([CH3:32])[CH2:25]2)[C@H:16]([CH3:35])[C@@H:15]([O:36][C@@H:37]2[O:42][C@H:41]([CH3:43])[CH2:40][C@H:39]([N:44]([CH3:46])[CH3:45])[C@H:38]2[OH:47])[C@@:14]([OH:49])([CH3:48])[CH2:13][C@@H:12]([CH3:50])[CH:11]([NH2:51])[C@H:10]([CH3:52])[C@@H:9]([OH:53])[C@@:8]1([OH:55])[CH3:54].Cl.